This data is from Full USPTO retrosynthesis dataset with 1.9M reactions from patents (1976-2016). The task is: Predict the reactants needed to synthesize the given product. (1) Given the product [Cl:11][C:7]1[CH:8]=[CH:9][CH:10]=[C:2]2[C:3]=1[C:4](=[O:6])[NH:12][C:20]([C:19]([F:30])([F:29])[F:18])=[N:1]2, predict the reactants needed to synthesize it. The reactants are: [NH2:1][C:2]1[CH:10]=[CH:9][CH:8]=[C:7]([Cl:11])[C:3]=1[C:4]([OH:6])=O.[N:12]1C=CC=CC=1.[F:18][C:19]([F:30])([F:29])[C:20](O[C:20](=O)[C:19]([F:30])([F:29])[F:18])=O. (2) Given the product [CH2:28]([N:12]1[C:6]2[CH:7]=[N:8][C:9]3[CH:10]=[CH:11][C:2]([C:32]4[CH:31]=[N:30][CH:35]=[CH:34][CH:33]=4)=[CH:3][C:4]=3[C:5]=2[N:14]([C:15]2[CH:16]=[CH:17][C:18]([C:21]([CH3:25])([CH3:24])[C:22]#[N:23])=[CH:19][CH:20]=2)[C:13]1=[O:26])[CH3:29], predict the reactants needed to synthesize it. The reactants are: Br[C:2]1[CH:11]=[CH:10][C:9]2[N:8]=[CH:7][C:6]3[NH:12][C:13](=[O:26])[N:14]([C:15]4[CH:20]=[CH:19][C:18]([C:21]([CH3:25])([CH3:24])[C:22]#[N:23])=[CH:17][CH:16]=4)[C:5]=3[C:4]=2[CH:3]=1.I[CH2:28][CH3:29].[N:30]1[CH:35]=[CH:34][CH:33]=[C:32](B(O)O)[CH:31]=1.